From a dataset of Catalyst prediction with 721,799 reactions and 888 catalyst types from USPTO. Predict which catalyst facilitates the given reaction. (1) Reactant: [CH3:1][C:2]([NH:6][C:7]1[CH:16]=[CH:15][CH:14]=[CH:13][C:8]=1[C:9]([O:11][CH3:12])=[O:10])([CH3:5])[C:3]#[CH:4]. Product: [CH3:5][C:2]1([CH3:1])[CH:3]=[CH:4][C:16]2[C:7](=[C:8]([C:9]([O:11][CH3:12])=[O:10])[CH:13]=[CH:14][CH:15]=2)[NH:6]1. The catalyst class is: 11. (2) Reactant: [CH3:1][O:2][C:3]1[CH:4]=[C:5]2[C:10](=[CH:11][C:12]=1[O:13][CH3:14])[N:9]=[C:8]([N:15]([CH2:17][C:18]1([C:24]3[CH:29]=[CH:28][CH:27]=[CH:26][CH:25]=3)[CH2:23][CH2:22][NH:21][CH2:20][CH2:19]1)[CH3:16])[N:7]=[C:6]2[NH2:30].[O:31]1[C:36]2[CH:37]=[CH:38][C:39]([CH:41]=O)=[CH:40][C:35]=2[O:34][CH2:33][CH2:32]1.C(O[BH-](OC(=O)C)OC(=O)C)(=O)C.[Na+].[OH-].[Na+]. Product: [O:31]1[C:36]2[CH:37]=[CH:38][C:39]([CH2:41][N:21]3[CH2:20][CH2:19][C:18]([CH2:17][N:15]([CH3:16])[C:8]4[N:7]=[C:6]([NH2:30])[C:5]5[C:10](=[CH:11][C:12]([O:13][CH3:14])=[C:3]([O:2][CH3:1])[CH:4]=5)[N:9]=4)([C:24]4[CH:29]=[CH:28][CH:27]=[CH:26][CH:25]=4)[CH2:23][CH2:22]3)=[CH:40][C:35]=2[O:34][CH2:33][CH2:32]1. The catalyst class is: 417. (3) Reactant: [C:1]1([N:7]2[C:11]([NH2:12])=[CH:10][CH:9]=[N:8]2)[CH:6]=[CH:5][CH:4]=[CH:3][CH:2]=1.[C:13]1([O:19][C:20](Cl)=[O:21])[CH:18]=[CH:17][CH:16]=[CH:15][CH:14]=1. Product: [C:1]1([N:7]2[C:11]([NH:12][C:20](=[O:21])[O:19][C:13]3[CH:18]=[CH:17][CH:16]=[CH:15][CH:14]=3)=[CH:10][CH:9]=[N:8]2)[CH:6]=[CH:5][CH:4]=[CH:3][CH:2]=1. The catalyst class is: 279. (4) Product: [F:2][C:3]1[CH:4]=[C:5]([CH:29]=[CH:30][C:31]=1[O:32][C:33]([F:36])([F:34])[F:35])[CH2:6][NH:7][C:8]([C@H:10]1[CH2:15][N:14]([C:38]2[S:39][C:40]3[C:45]([Cl:46])=[N:44][C:43]([CH:47]4[CH2:48][CH2:49]4)=[N:42][C:41]=3[N:50]=2)[CH2:13][CH2:12][N:11]1[S:16]([C:19]1[CH:24]=[CH:23][C:22]([C:25]([F:28])([F:27])[F:26])=[CH:21][CH:20]=1)(=[O:17])=[O:18])=[O:9]. The catalyst class is: 22. Reactant: Cl.[F:2][C:3]1[CH:4]=[C:5]([CH:29]=[CH:30][C:31]=1[O:32][C:33]([F:36])([F:35])[F:34])[CH2:6][NH:7][C:8]([C@H:10]1[CH2:15][NH:14][CH2:13][CH2:12][N:11]1[S:16]([C:19]1[CH:24]=[CH:23][C:22]([C:25]([F:28])([F:27])[F:26])=[CH:21][CH:20]=1)(=[O:18])=[O:17])=[O:9].Cl[C:38]1[S:39][C:40]2[C:45]([Cl:46])=[N:44][C:43]([CH:47]3[CH2:49][CH2:48]3)=[N:42][C:41]=2[N:50]=1.C(N(CC)C(C)C)(C)C. (5) Reactant: [CH2:1]([O:8][C:9]([NH:11][C@@H:12]([C:16]12[CH2:25][CH:20]3[CH2:21][CH:22]([CH2:24][C:18]([OH:26])([CH2:19]3)[CH2:17]1)[CH2:23]2)[C:13](O)=[O:14])=[O:10])[C:2]1[CH:7]=[CH:6][CH:5]=[CH:4][CH:3]=1.[C@H:27]12[CH2:32][C@H:31]1[CH2:30][C@@H:29]([C:33]([NH2:35])=[O:34])[NH:28]2.ON1C2C=CC=CC=2N=N1.C(N(CC)C(C)C)(C)C. Product: [C:33]([C@@H:29]1[CH2:30][C@H:31]2[C@H:27]([CH2:32]2)[N:28]1[C:13](=[O:14])[C@@H:12]([NH:11][C:9](=[O:10])[O:8][CH2:1][C:2]1[CH:7]=[CH:6][CH:5]=[CH:4][CH:3]=1)[C:16]12[CH2:25][CH:20]3[CH2:21][CH:22]([CH2:24][C:18]([OH:26])([CH2:19]3)[CH2:17]1)[CH2:23]2)(=[O:34])[NH2:35]. The catalyst class is: 9.